From a dataset of Forward reaction prediction with 1.9M reactions from USPTO patents (1976-2016). Predict the product of the given reaction. (1) Given the reactants [CH2:1]([C@H:8]1[CH2:12][O:11][C:10](=[O:13])[N:9]1[C:14](=[O:26])[CH2:15][CH2:16][CH2:17][O:18]CC1C=CC=CC=1)[C:2]1[CH:7]=[CH:6][CH:5]=[CH:4][CH:3]=1.N1C=CN=C1.[Si:32](Cl)([C:35]([CH3:38])([CH3:37])[CH3:36])([CH3:34])[CH3:33], predict the reaction product. The product is: [Si:32]([O:18][CH2:17][CH2:16][CH2:15][C:14]([N:9]1[C@@H:8]([CH2:1][C:2]2[CH:3]=[CH:4][CH:5]=[CH:6][CH:7]=2)[CH2:12][O:11][C:10]1=[O:13])=[O:26])([C:35]([CH3:38])([CH3:37])[CH3:36])([CH3:34])[CH3:33]. (2) Given the reactants [OH:1][C:2]1[C:11]2[C:6](=[CH:7][CH:8]=[CH:9][CH:10]=2)[C:5]([NH:12][S:13]([C:16]2[S:17][CH:18]=[CH:19][CH:20]=2)(=[O:15])=[O:14])=[CH:4][CH:3]=1.[Br:21]Br, predict the reaction product. The product is: [Br:21][C:3]1[CH:4]=[C:5]([NH:12][S:13]([C:16]2[S:17][CH:18]=[CH:19][CH:20]=2)(=[O:15])=[O:14])[C:6]2[C:11]([C:2]=1[OH:1])=[CH:10][CH:9]=[CH:8][CH:7]=2. (3) Given the reactants [C:1]([OH:4])(=O)C.[CH2:5]([N:7](CC)CC)C.C1(P(N=[N+]=[N-])(C2C=CC=CC=2)=O)C=CC=CC=1.[CH3:29][O:30][C:31]1[CH:51]=[CH:50][C:49]([O:52][CH3:53])=[CH:48][C:32]=1[CH2:33][NH:34][C:35]1[CH:40]=[CH:39][CH:38]=[CH:37][C:36]=1[O:41][C:42]1[CH:47]=[CH:46][CH:45]=[CH:44][CH:43]=1, predict the reaction product. The product is: [CH3:29][O:30][C:31]1[CH:51]=[CH:50][C:49]([O:52][CH3:53])=[CH:48][C:32]=1[CH2:33][N:34]([C:1]([NH:7][CH3:5])=[O:4])[C:35]1[CH:40]=[CH:39][CH:38]=[CH:37][C:36]=1[O:41][C:42]1[CH:47]=[CH:46][CH:45]=[CH:44][CH:43]=1. (4) Given the reactants [ClH:1].C(OCC)(=O)C.[F:8][C:9]1[CH:10]=[C:11]([NH:22][C:23]([C@H:25]2[C:34]3[C:29](=[CH:30][C:31]([O:35][CH2:36][CH3:37])=[CH:32][CH:33]=3)[CH2:28][CH2:27][N:26]2C(OC(C)(C)C)=O)=[O:24])[CH:12]=[C:13]([F:21])[C:14]=1[C:15]([CH3:20])([CH3:19])[CH2:16][O:17][CH3:18], predict the reaction product. The product is: [ClH:1].[F:8][C:9]1[CH:10]=[C:11]([NH:22][C:23]([C@H:25]2[C:34]3[C:29](=[CH:30][C:31]([O:35][CH2:36][CH3:37])=[CH:32][CH:33]=3)[CH2:28][CH2:27][NH:26]2)=[O:24])[CH:12]=[C:13]([F:21])[C:14]=1[C:15]([CH3:19])([CH3:20])[CH2:16][O:17][CH3:18].